This data is from Full USPTO retrosynthesis dataset with 1.9M reactions from patents (1976-2016). The task is: Predict the reactants needed to synthesize the given product. (1) Given the product [Cl:29][C:11]1[CH:10]=[C:9]([Cl:30])[CH:8]=[C:7]2[C:12]=1[C:13]([O:15][CH:16]([C:18](=[O:28])[NH:19][C:20]1[CH:25]=[CH:24][CH:23]=[CH:22][C:21]=1[CH2:26][OH:27])[CH3:17])=[CH:14][C:5]([C:3]([OH:4])=[O:2])=[CH:6]2, predict the reactants needed to synthesize it. The reactants are: C[O:2][C:3]([C:5]1[CH:14]=[C:13]([O:15][CH:16]([C:18](=[O:28])[NH:19][C:20]2[CH:25]=[CH:24][CH:23]=[CH:22][C:21]=2[CH2:26][OH:27])[CH3:17])[C:12]2[C:7](=[CH:8][C:9]([Cl:30])=[CH:10][C:11]=2[Cl:29])[CH:6]=1)=[O:4].[Li+].[OH-]. (2) The reactants are: [CH3:1][O:2][C@@H:3]([C@@H:21]1[CH2:25][CH2:24][CH2:23][N:22]1[C:26](=[O:45])[CH2:27][C@@H:28]([O:43][CH3:44])[C@@H:29]([N:34]([CH3:42])[C:35](=[O:41])[C@H:36]([CH:38]([CH3:40])[CH3:39])[NH2:37])[C@@H:30]([CH3:33])[CH2:31][CH3:32])[C@@H:4]([CH3:20])[C:5]([NH:7][C@H:8]([C:16]([O:18]C)=[O:17])[CH2:9][C:10]1[CH:15]=[CH:14][CH:13]=[CH:12][CH:11]=1)=[O:6].[CH3:46][N:47]1[CH2:54][CH2:53][CH2:52][C@:48]1([CH3:55])[C:49](O)=[O:50].CN(C(ON1N=NC2C=CC=NC1=2)=[N+](C)C)C.F[P-](F)(F)(F)(F)F.CCN(C(C)C)C(C)C.[Li+].[OH-]. Given the product [CH3:46][N:47]1[CH2:54][CH2:53][CH2:52][C@:48]1([CH3:55])[C:49]([NH:37][C@H:36]([C:35]([N:34]([C@@H:29]([C@@H:30]([CH3:33])[CH2:31][CH3:32])[C@H:28]([O:43][CH3:44])[CH2:27][C:26]([N:22]1[CH2:23][CH2:24][CH2:25][C@H:21]1[C@H:3]([O:2][CH3:1])[C@@H:4]([CH3:20])[C:5]([NH:7][C@H:8]([C:16]([OH:18])=[O:17])[CH2:9][C:10]1[CH:11]=[CH:12][CH:13]=[CH:14][CH:15]=1)=[O:6])=[O:45])[CH3:42])=[O:41])[CH:38]([CH3:39])[CH3:40])=[O:50], predict the reactants needed to synthesize it. (3) Given the product [F:1][C:2]1([CH2:8][OH:11])[CH2:7][CH2:6][O:5][CH2:4][CH2:3]1, predict the reactants needed to synthesize it. The reactants are: [F:1][C:2]1([CH:8]([OH:11])C#N)[CH2:7][CH2:6][O:5][CH2:4][CH2:3]1.[BH4-].[Na+]. (4) Given the product [OH:16][C:10]1[C:9](=[O:17])[C:8]([CH:3]([N:18]2[CH:22]=[CH:21][N:20]=[CH:19]2)[C:4]([F:7])([F:6])[F:5])=[CH:13][N:12]([CH3:14])[C:11]=1[CH3:15].[OH:16][C:10]1[C:9](=[O:17])[C:8]([CH:3]([NH:27][CH3:26])[C:4]([F:7])([F:6])[F:5])=[CH:13][N:12]([CH3:14])[C:11]=1[CH3:15].[ClH:2].[OH:16][C:10]1[C:9](=[O:17])[C:8]([CH:3]([N:30]2[CH2:31][CH2:32][N:27]([CH3:26])[CH2:28][CH2:29]2)[C:4]([F:7])([F:6])[F:5])=[CH:13][N:12]([CH3:14])[C:11]=1[CH3:15], predict the reactants needed to synthesize it. The reactants are: Cl.[Cl:2][CH:3]([C:8]1[C:9](=[O:17])[C:10]([OH:16])=[C:11]([CH3:15])[N:12]([CH3:14])[CH:13]=1)[C:4]([F:7])([F:6])[F:5].[NH:18]1[CH:22]=[CH:21][N:20]=[CH:19]1.Cl.CN.[CH3:26][N:27]1[CH2:32][CH2:31][NH:30][CH2:29][CH2:28]1. (5) Given the product [NH2:1][C:2]1[N:10]=[C:9]2[C:5]([N:6]=[CH:7][N:8]2[CH2:11][CH2:12][Br:14])=[CH:4][N:3]=1, predict the reactants needed to synthesize it. The reactants are: [NH2:1][C:2]1[N:10]=[C:9]2[C:5]([N:6]=[CH:7][N:8]2[CH2:11][CH2:12]O)=[CH:4][N:3]=1.[Br:14]P(Br)(C1C=CC=CC=1)(C1C=CC=CC=1)C1C=CC=CC=1.O.[OH-].[Na+]. (6) The reactants are: [OH:1][C:2]1[C:3]([C:10]([O:12][CH2:13][CH3:14])=[O:11])=[N:4][CH:5]=[C:6]([O:8][CH3:9])[CH:7]=1.[F:15][C:16]([F:33])([F:32])[C@H:17]1[CH2:22][CH2:21][C@H:20]([C:23]([N:25]2[CH2:29][CH2:28][CH2:27][C@@H:26]2[CH2:30]O)=[O:24])[CH2:19][CH2:18]1.N1CCC[C@@H]1CO. Given the product [CH3:9][O:8][C:6]1[CH:7]=[C:2]([O:1][CH2:30][C@H:26]2[CH2:27][CH2:28][CH2:29][N:25]2[C:23]([C@H:20]2[CH2:21][CH2:22][C@H:17]([C:16]([F:32])([F:15])[F:33])[CH2:18][CH2:19]2)=[O:24])[C:3]([C:10]([O:12][CH2:13][CH3:14])=[O:11])=[N:4][CH:5]=1, predict the reactants needed to synthesize it. (7) Given the product [CH3:15][C:10]1[CH:9]=[C:8]([NH:7][C:5](=[O:6])[C:4]2[CH:16]=[CH:17][C:18]([O:19][CH3:20])=[C:2]([NH:1][C:29]([NH:28][C:24]3[CH:23]=[C:22]([CH3:21])[CH:27]=[CH:26][CH:25]=3)=[S:30])[CH:3]=2)[CH:13]=[C:12]([CH3:14])[CH:11]=1, predict the reactants needed to synthesize it. The reactants are: [NH2:1][C:2]1[CH:3]=[C:4]([CH:16]=[CH:17][C:18]=1[O:19][CH3:20])[C:5]([NH:7][C:8]1[CH:13]=[C:12]([CH3:14])[CH:11]=[C:10]([CH3:15])[CH:9]=1)=[O:6].[CH3:21][C:22]1[CH:23]=[C:24]([N:28]=[C:29]=[S:30])[CH:25]=[CH:26][CH:27]=1. (8) The reactants are: Cl[C:2]1[NH:3][C:4]2[CH:10]=[CH:9][CH:8]=[CH:7][C:5]=2[N:6]=1.[Cl:11][C:12]1[CH:13]=[C:14]([CH:16]=[C:17]([Cl:19])[CH:18]=1)[NH2:15]. Given the product [N:6]1[C:5]2[CH:7]=[CH:8][CH:9]=[CH:10][C:4]=2[NH:3][C:2]=1[NH:15][C:14]1[CH:13]=[C:12]([Cl:11])[CH:18]=[C:17]([Cl:19])[CH:16]=1, predict the reactants needed to synthesize it.